From a dataset of Experimentally validated miRNA-target interactions with 360,000+ pairs, plus equal number of negative samples. Binary Classification. Given a miRNA mature sequence and a target amino acid sequence, predict their likelihood of interaction. (1) The miRNA is mmu-miR-28b with sequence AGGAGCUCACAAUCUAUUUAG. The protein sequence of the target gene is MPLTPEPPSGRVEGPPAWEAAPWPSLPCGPCIPIMLVLATLAALFILTTAVLAERLFRRALRPDPSHRAPTLVWRPGGELWIEPMGTARERSEDWYGSAVPLLTDRAPEPPTQVGTLEARATAPPAPSAPNSAPSNLGPQTVLEVPARSTFWGPQPWEGRPPATGLVSWAEPEQRPEASVQFGSPQARRQRPGSPDPEWGLQPRVTLEQISAFWKREGRTSVGF. Result: 0 (no interaction). (2) Result: 1 (interaction). The miRNA is hsa-miR-222-3p with sequence AGCUACAUCUGGCUACUGGGU. The protein sequence of the target gene is MAMALTDPAQVSVTFDDVAVTFTQEEWGQLDLAQRTLYQEVMLENCGLLVSLGCPVPRPELIYHLEHGQEPWTRKEDLSQGTCPGDKGKPKSTEPTTCELALSEGISFWGQLTQGASGDSQLGQPKDQDGFSEMQGERLRPGLDSQKEKLPGKMSPKHDGLGTADSVCSRIIQDRVSLGDDVHDCDSHGSGKNPVIQEEENIFKCNECEKVFNKKRLLARHERIHSGVKPYECTECGKTFSKSTYLLQHHMVHTGEKPYKCMECGKAFNRKSHLTQHQRIHSGEKPYKCSECGKAFTHRS....